From a dataset of Forward reaction prediction with 1.9M reactions from USPTO patents (1976-2016). Predict the product of the given reaction. (1) Given the reactants [Cl:1][C:2]1[CH:19]=[CH:18][C:17]([C@H:20]2[C@H:25]([OH:26])[C@@H:24]([OH:27])[C@H:23]([OH:28])[C@@H:22]([CH2:29][OH:30])[O:21]2)=[CH:16][C:3]=1[CH2:4][C:5]1[CH:6]=[C:7]2[C:12](=[CH:13][CH:14]=1)[O:11][CH:10]=[CH:9][C:8]2=[O:15].CO, predict the reaction product. The product is: [Cl:1][C:2]1[CH:19]=[CH:18][C:17]([C@H:20]2[C@H:25]([OH:26])[C@@H:24]([OH:27])[C@H:23]([OH:28])[C@@H:22]([CH2:29][OH:30])[O:21]2)=[CH:16][C:3]=1[CH2:4][C:5]1[CH:6]=[C:7]2[C:12](=[CH:13][CH:14]=1)[O:11][CH2:10][CH2:9][C:8]2=[O:15]. (2) Given the reactants [CH3:1][N:2]([CH3:15])[C:3]1[CH:14]=[CH:13][C:6]([CH:7]=[CH:8][C:9](OC)=O)=[CH:5][CH:4]=1.FC(F)(F)[C:18]([OH:20])=[O:19].[CH:23]([N:26]([CH2:32]OC)[CH2:27][Si](C)(C)C)([CH3:25])[CH3:24], predict the reaction product. The product is: [CH:23]([N:26]1[CH2:32][C@@H:7]([C:6]2[CH:5]=[CH:4][C:3]([N:2]([CH3:1])[CH3:15])=[CH:14][CH:13]=2)[C@H:8]([CH2:9][C:18]([OH:20])=[O:19])[CH2:27]1)([CH3:25])[CH3:24]. (3) Given the reactants C(OC([N:6]1[C:11]2[CH:12]=[C:13]([C:16]([N:18]3[C:27]4[C:22](=[CH:23][CH:24]=[CH:25][CH:26]=4)[CH:21]([N:28]([C:36](=[O:38])[CH3:37])[C:29]4[CH:34]=[CH:33][C:32]([Cl:35])=[CH:31][CH:30]=4)[CH2:20][CH:19]3[CH3:39])=[O:17])[CH:14]=[CH:15][C:10]=2[O:9][CH2:8][CH2:7]1)=O)C, predict the reaction product. The product is: [Cl:35][C:32]1[CH:33]=[CH:34][C:29]([N:28]([C@H:21]2[C:22]3[C:27](=[CH:26][CH:25]=[CH:24][CH:23]=3)[N:18]([C:16]([C:13]3[CH:14]=[CH:15][C:10]4[O:9][CH2:8][CH2:7][NH:6][C:11]=4[CH:12]=3)=[O:17])[C@@H:19]([CH3:39])[CH2:20]2)[C:36](=[O:38])[CH3:37])=[CH:30][CH:31]=1. (4) Given the reactants [C:1]([C:3]1[NH:20][C:6]2[CH:7]([C:14]([O:16][CH:17]([CH3:19])[CH3:18])=[O:15])[CH2:8][NH:9][CH2:10][C:11]([CH3:13])([CH3:12])[C:5]=2[CH:4]=1)#[N:2].C(N(CC)CC)C.[F:28][C:29]1[CH:30]=[C:31]([CH:35]=[CH:36][CH:37]=1)[C:32](Cl)=[O:33], predict the reaction product. The product is: [C:1]([C:3]1[NH:20][C:6]2[CH:7]([C:14]([O:16][CH:17]([CH3:18])[CH3:19])=[O:15])[CH2:8][N:9]([C:32](=[O:33])[C:31]3[CH:35]=[CH:36][CH:37]=[C:29]([F:28])[CH:30]=3)[CH2:10][C:11]([CH3:13])([CH3:12])[C:5]=2[CH:4]=1)#[N:2]. (5) Given the reactants [Br-].[C:2]([CH2:5][CH2:6][CH2:7][P+](C1C=CC=CC=1)(C1C=CC=CC=1)C1C=CC=CC=1)([OH:4])=[O:3].C[Si]([N-][Si](C)(C)C)(C)C.[Na+].[CH2:37]([C:43]([CH2:47][CH2:48][CH2:49][CH2:50][CH2:51][CH3:52])=[CH:44][CH:45]=O)[CH2:38][CH2:39][CH2:40][CH2:41][CH3:42].Cl, predict the reaction product. The product is: [CH2:37]([C:43]([CH2:47][CH2:48][CH2:49][CH2:50][CH2:51][CH3:52])=[CH:44][CH:45]=[CH:7][CH2:6][CH2:5][C:2]([OH:4])=[O:3])[CH2:38][CH2:39][CH2:40][CH2:41][CH3:42].